This data is from Forward reaction prediction with 1.9M reactions from USPTO patents (1976-2016). The task is: Predict the product of the given reaction. (1) Given the reactants Cl[CH2:2][CH2:3][C:4]1[CH:5]=[C:6]2[C:10](=[CH:11][CH:12]=1)[CH2:9][CH:8]([NH:13][C:14](=[O:19])[C:15]([F:18])([F:17])[F:16])[CH2:7]2.Cl.[N:21]1([C:27]2[C:31]3[CH:32]=[CH:33][CH:34]=[CH:35][C:30]=3[S:29][N:28]=2)[CH2:26][CH2:25][NH:24][CH2:23][CH2:22]1.C(=O)([O-])[O-].[Na+].[Na+], predict the reaction product. The product is: [S:29]1[C:30]2[CH:35]=[CH:34][CH:33]=[CH:32][C:31]=2[C:27]([N:21]2[CH2:22][CH2:23][N:24]([CH2:2][CH2:3][C:4]3[CH:5]=[C:6]4[C:10](=[CH:11][CH:12]=3)[CH2:9][CH:8]([NH:13][C:14](=[O:19])[C:15]([F:18])([F:17])[F:16])[CH2:7]4)[CH2:25][CH2:26]2)=[N:28]1. (2) Given the reactants [F:1][CH2:2][CH2:3][N:4]([CH3:12])[C:5]1[CH:6]=[C:7]([OH:11])[CH:8]=[CH:9][CH:10]=1.O=P(Cl)(Cl)Cl.[C:18](=O)(O)[O-:19].[Na+], predict the reaction product. The product is: [F:1][CH2:2][CH2:3][N:4]([CH3:12])[C:5]1[CH:10]=[CH:9][C:8]([CH:18]=[O:19])=[C:7]([OH:11])[CH:6]=1.